From a dataset of Peptide-MHC class I binding affinity with 185,985 pairs from IEDB/IMGT. Regression. Given a peptide amino acid sequence and an MHC pseudo amino acid sequence, predict their binding affinity value. This is MHC class I binding data. (1) The peptide sequence is GVFELSDEK. The MHC is HLA-A03:01 with pseudo-sequence HLA-A03:01. The binding affinity (normalized) is 0.208. (2) The binding affinity (normalized) is 0.0847. The MHC is HLA-A02:06 with pseudo-sequence HLA-A02:06. The peptide sequence is HEGDIVPLF. (3) The peptide sequence is SEAAYAKKI. The MHC is HLA-A30:02 with pseudo-sequence HLA-A30:02. The binding affinity (normalized) is 0. (4) The peptide sequence is QVQMLINTY. The MHC is HLA-B15:17 with pseudo-sequence HLA-B15:17. The binding affinity (normalized) is 0.310. (5) The peptide sequence is IESNPLFPV. The MHC is HLA-B39:01 with pseudo-sequence HLA-B39:01. The binding affinity (normalized) is 0.0847. (6) The peptide sequence is KAIGTVLV. The MHC is HLA-B18:01 with pseudo-sequence HLA-B18:01. The binding affinity (normalized) is 0.0439. (7) The peptide sequence is SQAAFGLPI. The binding affinity (normalized) is 0.683. The MHC is BoLA-D18.4 with pseudo-sequence BoLA-D18.4. (8) The peptide sequence is RPNNNTRKSI. The MHC is HLA-B57:01 with pseudo-sequence HLA-B57:01. The binding affinity (normalized) is 0. (9) The peptide sequence is LPFYETLPEL. The MHC is HLA-B35:01 with pseudo-sequence HLA-B35:01. The binding affinity (normalized) is 0.617. (10) The peptide sequence is FEKEGYSLV. The MHC is HLA-B40:01 with pseudo-sequence HLA-B40:01. The binding affinity (normalized) is 0.559.